This data is from Reaction yield outcomes from USPTO patents with 853,638 reactions. The task is: Predict the reaction yield, written as a fraction of the theoretical maximum amount of product (1.0 means a 100% yield; for example, 0.34 means a 34% yield). (1) The reactants are FC(F)(F)C(O)=O.C(OC(=O)[NH:14][C:15]1[CH:27]=[CH:26][C:25]2[C:24]3[C:19](=[CH:20][C:21]([N:28]([CH2:32][CH2:33][CH3:34])[CH2:29][CH2:30][CH3:31])=[CH:22][CH:23]=3)[CH2:18][C:17]=2[CH:16]=1)(C)(C)C. The catalyst is ClCCl. The product is [CH2:32]([N:28]([CH2:29][CH2:30][CH3:31])[C:21]1[CH:22]=[CH:23][C:24]2[C:25]3[C:17](=[CH:16][C:15]([NH2:14])=[CH:27][CH:26]=3)[CH2:18][C:19]=2[CH:20]=1)[CH2:33][CH3:34]. The yield is 0.910. (2) The reactants are [F:1][C:2]1([F:17])[CH2:5][C:4]([CH3:16])([C:6]([O:8]CC2C=CC=CC=2)=[O:7])[CH2:3]1.[OH-].[Na+]. The catalyst is C(O)C. The product is [F:1][C:2]1([F:17])[CH2:5][C:4]([CH3:16])([C:6]([OH:8])=[O:7])[CH2:3]1. The yield is 0.670.